This data is from Full USPTO retrosynthesis dataset with 1.9M reactions from patents (1976-2016). The task is: Predict the reactants needed to synthesize the given product. (1) Given the product [CH:1]1([NH:5][S:6]([C:9]2[CH:10]=[C:11]3[C:16](=[CH:17][CH:18]=2)[NH:15][CH:14]([C:19]2[CH:24]=[CH:23][CH:22]=[C:21]([N:36]4[CH2:41][CH2:40][O:39][CH2:38][CH2:37]4)[CH:20]=2)[CH2:13][C:12]3([CH3:27])[CH3:26])(=[O:8])=[O:7])[CH2:4][CH2:3][CH2:2]1, predict the reactants needed to synthesize it. The reactants are: [CH:1]1([NH:5][S:6]([C:9]2[CH:10]=[C:11]3[C:16](=[CH:17][CH:18]=2)[NH:15][CH:14]([C:19]2[CH:24]=[CH:23][CH:22]=[C:21](Br)[CH:20]=2)[CH2:13][C:12]3([CH3:27])[CH3:26])(=[O:8])=[O:7])[CH2:4][CH2:3][CH2:2]1.Cl.CN(C)CC(O)=O.[NH:36]1[CH2:41][CH2:40][O:39][CH2:38][CH2:37]1.C(=O)([O-])[O-].[K+].[K+]. (2) The reactants are: Cl[C:2]([O:4][C:5]1[CH:10]=[CH:9][C:8]([N+:11]([O-:13])=[O:12])=[CH:7][CH:6]=1)=[O:3].C([N:27]1[CH2:30][CH:29]([O:31][C:32]2[CH:37]=[CH:36][C:35]([C:38]3[CH:43]=[CH:42][CH:41]=[CH:40][C:39]=3[F:44])=[CH:34][N:33]=2)[CH2:28]1)(C1C=CC=CC=1)C1C=CC=CC=1. Given the product [N+:11]([C:8]1[CH:9]=[CH:10][C:5]([O:4][C:2]([N:27]2[CH2:30][CH:29]([O:31][C:32]3[CH:37]=[CH:36][C:35]([C:38]4[CH:43]=[CH:42][CH:41]=[CH:40][C:39]=4[F:44])=[CH:34][N:33]=3)[CH2:28]2)=[O:3])=[CH:6][CH:7]=1)([O-:13])=[O:12], predict the reactants needed to synthesize it. (3) Given the product [Cl:8][C:6]1[N:5]=[CH:4][N:3]=[C:2]([NH:9][C:10]2[CH:19]=[C:18]3[C:13]([CH:14]=[CH:15][CH:16]=[N:17]3)=[CH:12][CH:11]=2)[CH:7]=1, predict the reactants needed to synthesize it. The reactants are: Cl[C:2]1[CH:7]=[C:6]([Cl:8])[N:5]=[CH:4][N:3]=1.[NH2:9][C:10]1[CH:19]=[C:18]2[C:13]([CH:14]=[CH:15][CH:16]=[N:17]2)=[CH:12][CH:11]=1.C([O-])([O-])=O.[K+].[K+]. (4) Given the product [CH3:19][N:16]1[CH2:17][CH2:18][N:13]([C:11]([C:3]2[CH:4]=[CH:5][C:6]([N+:8]([O-:10])=[O:9])=[CH:7][C:2]=2[NH:1][C:20](=[O:22])[O:23][CH3:24])=[O:12])[CH2:14][CH2:15]1, predict the reactants needed to synthesize it. The reactants are: [NH2:1][C:2]1[CH:7]=[C:6]([N+:8]([O-:10])=[O:9])[CH:5]=[CH:4][C:3]=1[C:11]([N:13]1[CH2:18][CH2:17][N:16]([CH3:19])[CH2:15][CH2:14]1)=[O:12].[C:20]([O:23][C:24](=O)C)(=[O:22])C. (5) Given the product [CH3:1][C@@:2]12[C:8]([CH3:10])([CH3:9])[C@@H:5]([CH2:6][CH2:7]1)[C:4]1[C:3]2=[N:34][N:35]=[C:20]([C:21]2[CH:26]=[CH:25][CH:24]=[CH:23][C:22]=2[O:27][C:28]([F:31])([F:30])[F:29])[CH:19]=1, predict the reactants needed to synthesize it. The reactants are: [CH3:1][C@@:2]12[C:8]([CH3:10])([CH3:9])[C@@H:5]([CH2:6][CH2:7]1)[C:4](=O)[C:3]2=O.COP([CH2:19][C:20](=O)[C:21]1[CH:26]=[CH:25][CH:24]=[CH:23][C:22]=1[O:27][C:28]([F:31])([F:30])[F:29])(=O)OC.O.[NH2:34][NH2:35]. (6) Given the product [CH3:43][O:42][CH2:41][CH2:40][O:39][C:37](=[O:38])[NH:1][C:2]1[CH:3]=[CH:4][C:5]([N:8]2[C:12](=[O:13])[CH:11]=[C:10]([C@H:14]3[N:22]4[C:17](=[CH:18][C:19]([C:24]5[CH:29]=[C:28]([Cl:30])[CH:27]=[CH:26][C:25]=5[N:31]5[CH:35]=[N:34][N:33]=[N:32]5)=[CH:20][C:21]4=[O:23])[CH2:16][CH2:15]3)[NH:9]2)=[CH:6][CH:7]=1, predict the reactants needed to synthesize it. The reactants are: [NH2:1][C:2]1[CH:7]=[CH:6][C:5]([N:8]2[C:12](=[O:13])[CH:11]=[C:10]([C@H:14]3[N:22]4[C:17](=[CH:18][C:19]([C:24]5[CH:29]=[C:28]([Cl:30])[CH:27]=[CH:26][C:25]=5[N:31]5[CH:35]=[N:34][N:33]=[N:32]5)=[CH:20][C:21]4=[O:23])[CH2:16][CH2:15]3)[NH:9]2)=[CH:4][CH:3]=1.Cl[C:37]([O:39][CH2:40][CH2:41][O:42][CH3:43])=[O:38]. (7) Given the product [F:9][C:6]1[CH:7]=[CH:8][C:3]([CH2:2][C:11]2([OH:10])[CH2:12][CH2:13][N:14]([C:17]([O:19][CH2:20][CH3:21])=[O:18])[CH2:15][CH2:16]2)=[CH:4][CH:5]=1, predict the reactants needed to synthesize it. The reactants are: Cl[CH2:2][C:3]1[CH:8]=[CH:7][C:6]([F:9])=[CH:5][CH:4]=1.[O:10]=[C:11]1[CH2:16][CH2:15][N:14]([C:17]([O:19][CH2:20][CH3:21])=[O:18])[CH2:13][CH2:12]1. (8) Given the product [N:1]1[CH:31]=[CH:30][CH:29]=[CH:28][C:27]=1[CH:22]1[CH2:21][CH2:20][NH:19][CH2:24][CH2:23]1, predict the reactants needed to synthesize it. The reactants are: [N:1](C(OCC)=O)=NC(OCC)=O.N1C=CC([N:19]2[CH2:24][CH2:23][CH:22](O)[CH2:21][CH2:20]2)=CC=1.Cl[C:27]1C=[CH:31][C:30](S([C:29]2[CH:30]=[CH:31]C(O)=[CH:27][CH:28]=2)(=O)=O)=[CH:29][CH:28]=1.C1(P(C2C=CC=CC=2)C2C=CC=CC=2)C=CC=CC=1.